From a dataset of Full USPTO retrosynthesis dataset with 1.9M reactions from patents (1976-2016). Predict the reactants needed to synthesize the given product. (1) Given the product [Cl:13][C:14]1([Cl:19])[C:15](=[O:16])[CH2:1][C:2]21[CH2:3][N:4]([C:6]([O:8][C:9]([CH3:12])([CH3:11])[CH3:10])=[O:7])[CH2:5]2, predict the reactants needed to synthesize it. The reactants are: [CH2:1]=[C:2]1[CH2:5][N:4]([C:6]([O:8][C:9]([CH3:12])([CH3:11])[CH3:10])=[O:7])[CH2:3]1.[Cl:13][C:14]([Cl:19])(Cl)[C:15](Cl)=[O:16].COCCOC. (2) Given the product [NH2:1][C:2]1[C:11]([CH3:12])=[CH:10][C:9]([C:29]#[N:28])=[CH:8][C:3]=1[C:4]([NH:6][CH3:7])=[O:5], predict the reactants needed to synthesize it. The reactants are: [NH2:1][C:2]1[C:11]([CH3:12])=[CH:10][C:9](Br)=[CH:8][C:3]=1[C:4]([NH:6][CH3:7])=[O:5].CC1C2C(=CC=CC=2)C=CC=1.[C-]#N.[Na+].[N:28]1C=CC(C)=C[CH:29]=1. (3) Given the product [CH3:1][N:2]([CH3:16])[C:3]1([C:10]2[CH:11]=[CH:12][CH:13]=[CH:14][CH:15]=2)[CH2:8][CH2:7][C:6]([CH2:17][CH2:18][C:19]2[CH:24]=[CH:23][CH:22]=[CH:21][CH:20]=2)([OH:9])[CH2:5][CH2:4]1, predict the reactants needed to synthesize it. The reactants are: [CH3:1][N:2]([CH3:16])[C:3]1([C:10]2[CH:15]=[CH:14][CH:13]=[CH:12][CH:11]=2)[CH2:8][CH2:7][C:6](=[O:9])[CH2:5][CH2:4]1.[CH2:17]([Mg]Cl)[CH2:18][C:19]1[CH:24]=[CH:23][CH:22]=[CH:21][CH:20]=1.[Cl-].[NH4+]. (4) Given the product [CH2:1]([O:4][CH2:5][CH2:6][C:7]1[CH:8]=[CH:9][C:10]([CH2:11][C:12]2[CH:13]=[C:14]([C@H:19]3[C@H:24]([O:25][CH2:26][C:27]4[CH:32]=[CH:31][CH:30]=[CH:29][CH:28]=4)[C@@H:23]([O:33][CH2:34][C:35]4[CH:36]=[CH:37][CH:38]=[CH:39][CH:40]=4)[C@H:22]([O:41][CH2:42][C:43]4[CH:44]=[CH:45][CH:46]=[CH:47][CH:48]=4)[C@@H:21]([CH2:49][O:50][CH2:51][C:52]4[CH:57]=[CH:56][CH:55]=[CH:54][CH:53]=4)[O:20]3)[CH:15]=[CH:16][C:17]=2[Cl:18])=[CH:60][CH:61]=1)[CH:2]=[CH2:3], predict the reactants needed to synthesize it. The reactants are: [CH2:1]([O:4][CH2:5][CH2:6][C:7]1[CH:61]=[CH:60][C:10]([CH2:11][C:12]2[CH:13]=[C:14]([C@@:19]3(OC)[C@H:24]([O:25][CH2:26][C:27]4[CH:32]=[CH:31][CH:30]=[CH:29][CH:28]=4)[C@@H:23]([O:33][CH2:34][C:35]4[CH:40]=[CH:39][CH:38]=[CH:37][CH:36]=4)[C@H:22]([O:41][CH2:42][C:43]4[CH:48]=[CH:47][CH:46]=[CH:45][CH:44]=4)[C@@H:21]([CH2:49][O:50][CH2:51][C:52]4[CH:57]=[CH:56][CH:55]=[CH:54][CH:53]=4)[O:20]3)[CH:15]=[CH:16][C:17]=2[Cl:18])=[CH:9][CH:8]=1)[CH:2]=[CH2:3].C([SiH](CC)CC)C.B(F)(F)F.O. (5) Given the product [Br:1][C:2]1[CH:3]=[C:4]([NH:8][CH:9]([C:12]2[CH:17]=[CH:16][CH:15]=[C:14]([Cl:18])[CH:13]=2)[C:10]([NH2:11])=[O:20])[CH:5]=[N:6][CH:7]=1, predict the reactants needed to synthesize it. The reactants are: [Br:1][C:2]1[CH:3]=[C:4]([NH:8][CH:9]([C:12]2[CH:17]=[CH:16][CH:15]=[C:14]([Cl:18])[CH:13]=2)[C:10]#[N:11])[CH:5]=[N:6][CH:7]=1.Cl.[OH2:20]. (6) Given the product [Cl:1][C:2]1[N:11]=[CH:10][C:9]2[N:8]([S:29]([C:26]3[CH:27]=[CH:28][C:23]([CH3:22])=[CH:24][CH:25]=3)(=[O:31])=[O:30])[CH2:7][CH:6]3[CH2:12][O:13][CH2:14][CH2:15][N:5]3[C:4]=2[N:3]=1, predict the reactants needed to synthesize it. The reactants are: [Cl:1][C:2]1[N:11]=[CH:10][C:9]2[NH:8][CH2:7][CH:6]3[CH2:12][O:13][CH2:14][CH2:15][N:5]3[C:4]=2[N:3]=1.CC(C)([O-])C.[Na+].[CH3:22][C:23]1[CH:28]=[CH:27][C:26]([S:29](Cl)(=[O:31])=[O:30])=[CH:25][CH:24]=1. (7) Given the product [Cl-:22].[NH2:2][C:3]1[CH:10]=[C:9]([NH:11][C:12]2[C:21]3[C:16](=[CH:17][C:18]([Cl:22])=[CH:19][CH:20]=3)[N+:15]([CH2:25][CH2:26][N:27]3[CH2:32][CH2:31][CH2:30][CH2:29][CH2:28]3)=[CH:14][CH:13]=2)[CH:8]=[C:5]([C:6]#[N:7])[CH:4]=1, predict the reactants needed to synthesize it. The reactants are: Cl.[NH2:2][C:3]1[CH:4]=[C:5]([CH:8]=[C:9]([NH:11][C:12]2[C:21]3[C:16](=[CH:17][C:18]([Cl:22])=[CH:19][CH:20]=3)[N:15]=[CH:14][CH:13]=2)[CH:10]=1)[C:6]#[N:7].Cl.Cl[CH2:25][CH2:26][N:27]1[CH2:32][CH2:31][CH2:30][CH2:29][CH2:28]1.C([O-])([O-])=O.[K+].[K+].